From a dataset of Catalyst prediction with 721,799 reactions and 888 catalyst types from USPTO. Predict which catalyst facilitates the given reaction. (1) Reactant: [OH:1][CH2:2][CH:3]1[CH2:8][CH2:7][N:6]([C:9]([O:11][C:12]([CH3:15])([CH3:14])[CH3:13])=[O:10])[CH2:5][CH2:4]1.[C:16]1([CH3:26])[CH:21]=[CH:20][C:19]([S:22](Cl)(=[O:24])=[O:23])=[CH:18][CH:17]=1.O. Product: [S:22]([O:1][CH2:2][CH:3]1[CH2:8][CH2:7][N:6]([C:9]([O:11][C:12]([CH3:15])([CH3:14])[CH3:13])=[O:10])[CH2:5][CH2:4]1)([C:19]1[CH:20]=[CH:21][C:16]([CH3:26])=[CH:17][CH:18]=1)(=[O:24])=[O:23]. The catalyst class is: 17. (2) Reactant: [NH2:1][C:2]1[CH:7]=[C:6]([Br:8])[CH:5]=[CH:4][C:3]=1[SH:9].[CH2:10]([O:12][C:13](=[O:18])[CH2:14][C:15](Cl)=[O:16])[CH3:11]. Product: [CH2:10]([O:12][C:13]([C:14]1[S:9][C:3]2[CH:4]=[CH:5][C:6]([Br:8])=[CH:7][C:2]=2[NH:1][C:15]=1[OH:16])=[O:18])[CH3:11]. The catalyst class is: 17. (3) The catalyst class is: 304. Reactant: [CH3:1][O:2][C:3]1[CH:8]=[CH:7][C:6]([N+:9]([O-])=O)=[C:5]([C:12]2[CH2:17][C:16]([CH3:19])([CH3:18])[CH2:15][C:14]([CH3:21])([CH3:20])[CH:13]=2)[CH:4]=1.CO. Product: [CH3:1][O:2][C:3]1[CH:8]=[CH:7][C:6]([NH2:9])=[C:5]([CH:12]2[CH2:17][C:16]([CH3:19])([CH3:18])[CH2:15][C:14]([CH3:21])([CH3:20])[CH2:13]2)[CH:4]=1.